From a dataset of Peptide-MHC class I binding affinity with 185,985 pairs from IEDB/IMGT. Regression. Given a peptide amino acid sequence and an MHC pseudo amino acid sequence, predict their binding affinity value. This is MHC class I binding data. (1) The peptide sequence is WSQNPTMLY. The MHC is HLA-A02:03 with pseudo-sequence HLA-A02:03. The binding affinity (normalized) is 0.0847. (2) The peptide sequence is EQYGPRHTL. The MHC is BoLA-T2b with pseudo-sequence BoLA-T2b. The binding affinity (normalized) is 0.671. (3) The binding affinity (normalized) is 0.460. The MHC is HLA-A02:16 with pseudo-sequence HLA-A02:16. The peptide sequence is RLTGREGAV. (4) The peptide sequence is FIISTLNKI. The MHC is HLA-A02:06 with pseudo-sequence HLA-A02:06. The binding affinity (normalized) is 0.837. (5) The peptide sequence is AAPQFSLWR. The MHC is Mamu-A01 with pseudo-sequence Mamu-A01. The binding affinity (normalized) is 0.301.